Dataset: Reaction yield outcomes from USPTO patents with 853,638 reactions. Task: Predict the reaction yield, written as a fraction of the theoretical maximum amount of product (1.0 means a 100% yield; for example, 0.34 means a 34% yield). (1) The reactants are [NH2:1][C@@H:2]([CH2:33][C:34]1[CH:39]=[CH:38][CH:37]=[CH:36][CH:35]=1)[C@@H:3]([OH:32])[CH2:4][C@@H:5]([NH:19][C:20](=[O:31])[C@H:21]([C:27]([CH3:30])([CH3:29])[CH3:28])[NH:22][C:23]([O:25][CH3:26])=[O:24])[CH2:6][C:7]1[CH:12]=[CH:11][C:10]([C:13]2[CH:18]=[CH:17][N:16]=[CH:15][CH:14]=2)=[CH:9][CH:8]=1.[CH3:40][O:41][C:42]([NH:44][C@@H:45]([C:49]([CH3:52])([CH3:51])[CH3:50])[C:46](O)=[O:47])=[O:43].CCOP(ON1N=NC2C=CC=CC=2C1=O)(OCC)=O.C(N(CC)C(C)C)(C)C. The catalyst is O1CCCC1. The product is [CH2:33]([C@@H:2]([C@@H:3]([OH:32])[CH2:4][C@H:5]([CH2:6][C:7]1[CH:8]=[CH:9][C:10]([C:13]2[CH:14]=[CH:15][N:16]=[CH:17][CH:18]=2)=[CH:11][CH:12]=1)[NH:19][C:20](=[O:31])[C@H:21]([C:27]([CH3:30])([CH3:29])[CH3:28])[NH:22][C:23](=[O:24])[O:25][CH3:26])[NH:1][C:46](=[O:47])[C@@H:45]([NH:44][C:42](=[O:43])[O:41][CH3:40])[C:49]([CH3:52])([CH3:51])[CH3:50])[C:34]1[CH:35]=[CH:36][CH:37]=[CH:38][CH:39]=1. The yield is 0.700. (2) The reactants are Cl[C:2]1[CH:11]=[CH:10][C:9]2[CH2:8][CH2:7][CH2:6][C:5](=[O:12])[C:4]=2[N:3]=1.C([Sn](CCCC)(CCCC)[C:18]1[S:22][C:21]([C:23]2[CH:24]=[N:25][CH:26]=[CH:27][CH:28]=2)=[N:20][C:19]=1[CH3:29])CCC.O1CCOCC1. The catalyst is ClCCl.[OH-].[Na+].C([O-])(O)=O.[Na+]. The product is [CH3:29][C:19]1[N:20]=[C:21]([C:23]2[CH:24]=[N:25][CH:26]=[CH:27][CH:28]=2)[S:22][C:18]=1[C:2]1[CH:11]=[CH:10][C:9]2[CH2:8][CH2:7][CH2:6][C:5](=[O:12])[C:4]=2[N:3]=1. The yield is 0.920. (3) The reactants are C[N:2](C)[CH:3]=[CH:4][C:5]([C:7]1[C:12](=[O:13])[CH:11]=[CH:10][N:9]([C:14]2[CH:19]=[CH:18][CH:17]=[CH:16][C:15]=2[N:20]2[CH2:25][CH2:24][O:23][CH2:22][CH2:21]2)[N:8]=1)=O.[C:27]1([NH:33]N)[CH:32]=[CH:31][CH:30]=[CH:29][CH:28]=1. The catalyst is CO. The product is [N:20]1([C:15]2[CH:16]=[CH:17][CH:18]=[CH:19][C:14]=2[N:9]2[CH:10]=[CH:11][C:12](=[O:13])[C:7]([C:5]3[N:33]([C:27]4[CH:32]=[CH:31][CH:30]=[CH:29][CH:28]=4)[N:2]=[CH:3][CH:4]=3)=[N:8]2)[CH2:21][CH2:22][O:23][CH2:24][CH2:25]1. The yield is 0.0500. (4) The reactants are [NH2:1][C:2]1[C:10]([N+:11]([O-])=O)=[CH:9][C:5]([C:6]([NH2:8])=[O:7])=[CH:4][N:3]=1. The catalyst is CO.O. The product is [NH2:11][C:10]1[C:2]([NH2:1])=[N:3][CH:4]=[C:5]([CH:9]=1)[C:6]([NH2:8])=[O:7]. The yield is 0.780. (5) The reactants are [CH:1]([N:4]1[CH2:10][CH2:9][CH2:8][N:7]([C:11]2[CH:21]=[CH:20][C:14]([C:15]([O:17]CC)=O)=[CH:13][CH:12]=2)[CH2:6][CH2:5]1)([CH3:3])[CH3:2].[CH3:22][O:23][C:24]1[CH:25]=[C:26]([CH2:32][CH2:33][C:34]2[CH:35]=[C:36]([NH2:39])[NH:37][N:38]=2)[CH:27]=[C:28]([O:30][CH3:31])[CH:29]=1.C[Al](C)C.C(Cl)Cl.CCOCC. The catalyst is C1(C)C=CC=CC=1. The product is [CH3:31][O:30][C:28]1[CH:27]=[C:26]([CH2:32][CH2:33][C:34]2[CH:35]=[C:36]([NH:39][C:15](=[O:17])[C:14]3[CH:13]=[CH:12][C:11]([N:7]4[CH2:8][CH2:9][CH2:10][N:4]([CH:1]([CH3:2])[CH3:3])[CH2:5][CH2:6]4)=[CH:21][CH:20]=3)[NH:37][N:38]=2)[CH:25]=[C:24]([O:23][CH3:22])[CH:29]=1. The yield is 0.429. (6) The reactants are [Cl:1][C:2]1[CH:3]=[C:4]2[C:8](=[CH:9][CH:10]=1)[NH:7][C:6](=[O:11])[CH2:5]2.C[C:13]1[CH:17]=[C:16](C)[NH:15][C:14]=1[CH:19]=O.N1CCCCC1. The catalyst is CCO. The product is [Cl:1][C:2]1[CH:3]=[C:4]2[C:8](=[CH:9][CH:10]=1)[NH:7][C:6](=[O:11])[C:5]2=[CH:19][C:14]1[NH:15][CH:16]=[CH:17][CH:13]=1. The yield is 0.400.